From a dataset of Forward reaction prediction with 1.9M reactions from USPTO patents (1976-2016). Predict the product of the given reaction. (1) Given the reactants [CH3:1][CH:2]([CH2:4][CH2:5][CH2:6][C@H:7]([C@@H:9]1[C@:27]2([CH3:28])[C@H:12]([C@H:13]3[C@H:24]([CH2:25][CH2:26]2)[C@:22]2([CH3:23])[C:16]([CH2:17][C@H:18]([CH2:20][CH2:21]2)[OH:19])=[CH:15][CH2:14]3)[CH2:11][CH2:10]1)[CH3:8])[CH3:3].C(N(CC)CC)C.[CH3:36][S:37](Cl)(=[O:39])=[O:38], predict the reaction product. The product is: [CH3:36][S:37]([O:19][C@H:18]1[CH2:20][CH2:21][C@@:22]2([CH3:23])[C:16](=[CH:15][CH2:14][C@@H:13]3[C@@H:24]2[CH2:25][CH2:26][C@@:27]2([CH3:28])[C@H:12]3[CH2:11][CH2:10][C@@H:9]2[C@H:7]([CH3:8])[CH2:6][CH2:5][CH2:4][CH:2]([CH3:1])[CH3:3])[CH2:17]1)(=[O:39])=[O:38]. (2) Given the reactants CS[CH:3]1[C:11]2[C:6](=[CH:7][CH:8]=[C:9]([C:12]([O:14][CH2:15][CH3:16])=[O:13])[CH:10]=2)[NH:5][C:4]1=[O:17], predict the reaction product. The product is: [O:17]=[C:4]1[CH2:3][C:11]2[C:6](=[CH:7][CH:8]=[C:9]([C:12]([O:14][CH2:15][CH3:16])=[O:13])[CH:10]=2)[NH:5]1. (3) Given the reactants CCC[C:4]1[N:8]2[NH:9][C:10]([C:14]3[CH:15]=[C:16]([S:23]([N:26]4[CH2:31][CH2:30][N:29]([CH2:32]C)[CH2:28][CH2:27]4)(=[O:25])=[O:24])[CH:17]=[CH:18][C:19]=3[O:20][CH2:21][CH3:22])=[N:11][C:12](=[O:13])[C:7]2=[C:6]([CH3:34])[N:5]=1.CN1[C:42](=O)[C@H:41]2[CH2:44]C3C4C=CC=CC=4NC=3[C@@H](C3C=CC4OCOC=4C=3)N2C(=O)C1, predict the reaction product. The product is: [CH3:42][CH2:41][CH2:44][C:34]1[C:6]2[N:5]=[C:10]([C:14]3[CH:15]=[C:16]([S:23]([N:26]4[CH2:27][CH2:28][N:29]([CH3:32])[CH2:30][CH2:31]4)(=[O:24])=[O:25])[CH:17]=[CH:18][C:19]=3[O:20][CH2:21][CH3:22])[NH:11][C:12](=[O:13])[C:7]=2[N:8]([CH3:4])[N:9]=1.